From a dataset of Forward reaction prediction with 1.9M reactions from USPTO patents (1976-2016). Predict the product of the given reaction. (1) Given the reactants [C:1]([C:5]1[CH:6]=[C:7]([C:15]2[CH:23]=[CH:22][CH:21]=[C:20]3[C:16]=2[CH:17]=[CH:18][CH2:19]3)[CH:8]=[C:9]([C:11]([CH3:14])([CH3:13])[CH3:12])[CH:10]=1)([CH3:4])([CH3:3])[CH3:2].CS(C)=O.[Br:28]N1C(=O)CCC1=O.C1(C)C=CC(S(O)(=O)=O)=CC=1, predict the reaction product. The product is: [Br:28][C:18]1[CH2:19][C:20]2[C:16]([CH:17]=1)=[C:15]([C:7]1[CH:8]=[C:9]([C:11]([CH3:14])([CH3:13])[CH3:12])[CH:10]=[C:5]([C:1]([CH3:2])([CH3:3])[CH3:4])[CH:6]=1)[CH:23]=[CH:22][CH:21]=2. (2) Given the reactants [F:1][C:2]1[CH:3]=[C:4]([OH:9])[CH:5]=[C:6]([F:8])[CH:7]=1.CO[C:12]([CH3:15])([CH3:14])[CH3:13], predict the reaction product. The product is: [C:12]([C:7]1[C:2]([F:1])=[CH:3][C:4]([OH:9])=[CH:5][C:6]=1[F:8])([CH3:15])([CH3:14])[CH3:13]. (3) Given the reactants C[N:2]([C@@H:10]([CH3:26])[C:11](=[O:25])[NH:12][C@H:13]1[CH2:19][O:18][C:17]2[CH:20]=[CH:21][CH:22]=[CH:23][C:16]=2[NH:15][C:14]1=[O:24])[C:3](=O)OC(C)(C)C.Br[CH2:28][C:29]1[CH:34]=[CH:33][C:32]([Cl:35])=[CH:31][CH:30]=1, predict the reaction product. The product is: [Cl:35][C:32]1[CH:33]=[CH:34][C:29]([CH2:28][N:15]2[C:14](=[O:24])[C@@H:13]([NH:12][C:11](=[O:25])[C@@H:10]([NH:2][CH3:3])[CH3:26])[CH2:19][O:18][C:17]3[CH:20]=[CH:21][CH:22]=[CH:23][C:16]2=3)=[CH:30][CH:31]=1. (4) Given the reactants [CH3:1][O:2][CH2:3][CH2:4][NH:5][CH3:6].[C:7](Cl)(=[O:12])[O:8][CH:9]([Cl:11])[CH3:10].N1C=CC=CC=1, predict the reaction product. The product is: [Cl:11][CH:9]([O:8][C:7](=[O:12])[N:5]([CH2:4][CH2:3][O:2][CH3:1])[CH3:6])[CH3:10]. (5) Given the reactants Cl[C:2]1[CH:7]=[C:6]([O:8][C:9]2[CH:14]=[CH:13][CH:12]=[C:11]([O:15][CH3:16])[CH:10]=2)[CH:5]=[CH:4][N:3]=1.[CH3:17][C:18]1[N:19]=[C:20]([NH2:23])[S:21][CH:22]=1.P([O-])([O-])([O-])=O.[K+].[K+].[K+].O, predict the reaction product. The product is: [CH3:16][O:15][C:11]1[CH:10]=[C:9]([CH:14]=[CH:13][CH:12]=1)[O:8][C:6]1[CH:5]=[CH:4][N:3]=[C:2]([NH:23][C:20]2[S:21][CH:22]=[C:18]([CH3:17])[N:19]=2)[CH:7]=1. (6) Given the reactants CC([CH:5]1[C:11]2[CH:12]=[CH:13][C:14]([C:16]3[N:20]=[C:19]([C:21]4[CH:26]=[CH:25][C:24]([O:27][CH:28]([CH3:30])[CH3:29])=[C:23]([C:31]([F:34])([F:33])[F:32])[CH:22]=4)[O:18][N:17]=3)=[CH:15][C:10]=2[CH2:9][CH2:8][N:7](C([O-])=O)[CH2:6]1)(C)C.[ClH:38], predict the reaction product. The product is: [ClH:38].[CH3:30][CH:28]([O:27][C:24]1[CH:25]=[CH:26][C:21]([C:19]2[O:18][N:17]=[C:16]([C:14]3[CH:13]=[CH:12][C:11]4[CH2:5][CH2:6][NH:7][CH2:8][CH2:9][C:10]=4[CH:15]=3)[N:20]=2)=[CH:22][C:23]=1[C:31]([F:33])([F:34])[F:32])[CH3:29]. (7) Given the reactants Cl[C:2]1[N:3]=[C:4](Cl)[C:5]2[NH:10][N:9]=[C:8]([CH:11]([CH3:13])[CH3:12])[C:6]=2[N:7]=1.[OH:15][CH2:16][CH:17]([NH2:20])[CH2:18][CH3:19], predict the reaction product. The product is: [OH:15][CH2:16][CH:17]([NH:20][C:4]1[C:5]2[NH:10][N:9]=[C:8]([CH:11]([CH3:13])[CH3:12])[C:6]=2[N:7]=[C:2]([NH:20][CH:17]([CH2:16][OH:15])[CH2:18][CH3:19])[N:3]=1)[CH2:18][CH3:19].